This data is from Peptide-MHC class II binding affinity with 134,281 pairs from IEDB. The task is: Regression. Given a peptide amino acid sequence and an MHC pseudo amino acid sequence, predict their binding affinity value. This is MHC class II binding data. (1) The peptide sequence is TILIKKYNLNRAMML. The MHC is DRB1_0401 with pseudo-sequence DRB1_0401. The binding affinity (normalized) is 0.520. (2) The peptide sequence is SAHGSGREVIDAMCH. The MHC is HLA-DQA10201-DQB10301 with pseudo-sequence HLA-DQA10201-DQB10301. The binding affinity (normalized) is 0.502.